This data is from Peptide-MHC class I binding affinity with 185,985 pairs from IEDB/IMGT. The task is: Regression. Given a peptide amino acid sequence and an MHC pseudo amino acid sequence, predict their binding affinity value. This is MHC class I binding data. (1) The peptide sequence is LDFVRFMGV. The MHC is HLA-B18:01 with pseudo-sequence HLA-B18:01. The binding affinity (normalized) is 0. (2) The peptide sequence is NMDKAVKLY. The MHC is HLA-A02:11 with pseudo-sequence HLA-A02:11. The binding affinity (normalized) is 0.0847. (3) The peptide sequence is NLPIYSEEIV. The MHC is HLA-A02:03 with pseudo-sequence HLA-A02:03. The binding affinity (normalized) is 0.0269. (4) The peptide sequence is GMRDVSFEL. The MHC is HLA-B35:01 with pseudo-sequence HLA-B35:01. The binding affinity (normalized) is 0.0847.